This data is from Full USPTO retrosynthesis dataset with 1.9M reactions from patents (1976-2016). The task is: Predict the reactants needed to synthesize the given product. Given the product [CH2:1]([O:8][CH2:9][C:10]1[O:14][N:13]=[C:12]([C:15]([OH:17])=[O:16])[CH:11]=1)[C:2]1[CH:7]=[CH:6][CH:5]=[CH:4][CH:3]=1, predict the reactants needed to synthesize it. The reactants are: [CH2:1]([O:8][CH2:9][C:10]1[O:14][N:13]=[C:12]([C:15]([O:17]CC)=[O:16])[CH:11]=1)[C:2]1[CH:7]=[CH:6][CH:5]=[CH:4][CH:3]=1.C(O)C.[OH-].[K+].